Task: Predict which catalyst facilitates the given reaction.. Dataset: Catalyst prediction with 721,799 reactions and 888 catalyst types from USPTO (1) Reactant: [C:1]([C:5]1[S:9][C:8]([C:10]([NH:12][C@@H:13]([CH2:24][C:25]2[CH:30]=[CH:29][C:28]([C:31]3[N:36]=[CH:35][C:34]([C:37]4[CH:42]=[CH:41][C:40]([O:43][CH2:44][CH2:45][CH2:46][CH2:47][CH2:48][CH2:49][CH3:50])=[CH:39][CH:38]=4)=[CH:33][N:32]=3)=[CH:27][CH:26]=2)[C:14]([N:16]2[CH2:19][CH:18]([C:20]([O:22]C)=[O:21])[CH2:17]2)=[O:15])=[O:11])=[CH:7][CH:6]=1)([CH3:4])([CH3:3])[CH3:2].S(=O)(=O)(O)O. Product: [C:1]([C:5]1[S:9][C:8]([C:10]([NH:12][C@@H:13]([CH2:24][C:25]2[CH:30]=[CH:29][C:28]([C:31]3[N:36]=[CH:35][C:34]([C:37]4[CH:42]=[CH:41][C:40]([O:43][CH2:44][CH2:45][CH2:46][CH2:47][CH2:48][CH2:49][CH3:50])=[CH:39][CH:38]=4)=[CH:33][N:32]=3)=[CH:27][CH:26]=2)[C:14]([N:16]2[CH2:19][CH:18]([C:20]([OH:22])=[O:21])[CH2:17]2)=[O:15])=[O:11])=[CH:7][CH:6]=1)([CH3:4])([CH3:3])[CH3:2]. The catalyst class is: 20. (2) Reactant: [Br:1][C:2]1[CH:16]=[C:15]([CH:17]=O)[CH:14]=[CH:13][C:3]=1[O:4][CH2:5][C:6]([O:8][C:9]([CH3:12])([CH3:11])[CH3:10])=[O:7].C([BH3-])#[N:20].[Na+].O. Product: [NH2:20][CH2:17][C:15]1[CH:14]=[CH:13][C:3]([O:4][CH2:5][C:6]([O:8][C:9]([CH3:12])([CH3:11])[CH3:10])=[O:7])=[C:2]([Br:1])[CH:16]=1. The catalyst class is: 467. (3) Reactant: Cl[C:2]1[C:11]([CH3:12])=[C:10]([Cl:13])[C:9]2[C:4](=[CH:5][CH:6]=[C:7]([F:14])[CH:8]=2)[N:3]=1.[N:15]1[CH:20]=[CH:19][CH:18]=[C:17](B(O)O)[CH:16]=1.C(=O)([O-])[O-].[Na+].[Na+].O. Product: [Cl:13][C:10]1[C:9]2[C:4](=[CH:5][CH:6]=[C:7]([F:14])[CH:8]=2)[N:3]=[C:2]([C:17]2[CH:16]=[N:15][CH:20]=[CH:19][CH:18]=2)[C:11]=1[CH3:12]. The catalyst class is: 109. (4) Reactant: Cl.[NH2:2][CH2:3][C:4]1[CH:5]=[C:6]2[C:10](=[CH:11][CH:12]=1)[C:9](=[O:13])[N:8]([CH:14]1[CH2:19][CH2:18][C:17](=[O:20])[NH:16][C:15]1=[O:21])[CH2:7]2.[Cl:22][C:23]1[CH:28]=[CH:27][C:26]([CH2:29][C:30](Cl)=[O:31])=[CH:25][CH:24]=1.[CH2:33](N(CC)CC)C. Product: [Cl:22][C:23]1[CH:28]=[CH:27][C:26]([CH2:29][C:30]([NH:2][CH2:3][C:4]2[CH:5]=[C:6]3[C:10](=[CH:11][CH:12]=2)[C:9](=[O:13])[N:8]([C:14]2([CH3:33])[CH2:19][CH2:18][C:17](=[O:20])[NH:16][C:15]2=[O:21])[CH2:7]3)=[O:31])=[CH:25][CH:24]=1. The catalyst class is: 35.